Dataset: Peptide-MHC class II binding affinity with 134,281 pairs from IEDB. Task: Regression. Given a peptide amino acid sequence and an MHC pseudo amino acid sequence, predict their binding affinity value. This is MHC class II binding data. (1) The peptide sequence is RDGQLTIKAERTEQK. The MHC is HLA-DQA10401-DQB10402 with pseudo-sequence HLA-DQA10401-DQB10402. The binding affinity (normalized) is 0.240. (2) The peptide sequence is FSTSFYLISIFLHLV. The MHC is DRB1_0101 with pseudo-sequence DRB1_0101. The binding affinity (normalized) is 0.623. (3) The peptide sequence is SNRELYVGDLNTKLM. The MHC is DRB1_0101 with pseudo-sequence DRB1_0101. The binding affinity (normalized) is 0.778. (4) The peptide sequence is AYAQRVYQANRAAGS. The MHC is HLA-DQA10301-DQB10302 with pseudo-sequence HLA-DQA10301-DQB10302. The binding affinity (normalized) is 0.233.